This data is from Forward reaction prediction with 1.9M reactions from USPTO patents (1976-2016). The task is: Predict the product of the given reaction. (1) The product is: [ClH:16].[ClH:16].[CH3:1][N:2]1[CH2:7][CH2:6][CH:5]([C:8]([C:10]2[N:15]=[CH:14][CH:13]=[CH:12][CH:11]=2)=[O:9])[CH2:4][CH2:3]1. Given the reactants [CH3:1][N:2]1[CH2:7][CH2:6][CH:5]([C:8]([C:10]2[N:15]=[CH:14][CH:13]=[CH:12][CH:11]=2)=[O:9])[CH2:4][CH2:3]1.[ClH:16].C(O)C, predict the reaction product. (2) Given the reactants [NH2:1][C:2]1[CH:33]=[CH:32][CH:31]=[C:30]([F:34])[C:3]=1[CH2:4][CH2:5][C@H:6]1[CH2:13][N:12]([C:14]([O:16][C:17]([CH3:20])([CH3:19])[CH3:18])=[O:15])[CH2:11][C:8]2([CH2:10][CH2:9]2)[N:7]1[S:21]([C:24]1[CH:29]=[CH:28][CH:27]=[CH:26][CH:25]=1)(=[O:23])=[O:22].[N:35]([C@@H:38]([C@@H:42]([C:49]1[CH:54]=[CH:53][C:52]([Cl:55])=[CH:51][CH:50]=1)[CH:43]1[CH2:48][CH2:47][O:46][CH2:45][CH2:44]1)[C:39](O)=[O:40])=[N+:36]=[N-:37].O=P(Cl)(Cl)Cl.OP([O-])(O)=O.[K+], predict the reaction product. The product is: [N:35]([C@@H:38]([C@@H:42]([C:49]1[CH:50]=[CH:51][C:52]([Cl:55])=[CH:53][CH:54]=1)[CH:43]1[CH2:44][CH2:45][O:46][CH2:47][CH2:48]1)[C:39]([NH:1][C:2]1[CH:33]=[CH:32][CH:31]=[C:30]([F:34])[C:3]=1[CH2:4][CH2:5][C@H:6]1[CH2:13][N:12]([C:14]([O:16][C:17]([CH3:18])([CH3:20])[CH3:19])=[O:15])[CH2:11][C:8]2([CH2:9][CH2:10]2)[N:7]1[S:21]([C:24]1[CH:25]=[CH:26][CH:27]=[CH:28][CH:29]=1)(=[O:23])=[O:22])=[O:40])=[N+:36]=[N-:37]. (3) Given the reactants C([O:4][C@H:5]1[CH2:22][CH2:21][C@@:20]2([CH3:23])[C@@H:7]([CH2:8][CH2:9][C@:10]3([CH3:48])[C@@H:19]2[CH2:18][CH2:17][C@H:16]2[C@@:11]3([CH3:47])[CH2:12][CH2:13][C@@:14]3([C:31]([N:33]4[CH2:38][CH2:37][CH:36]([N:39]5[CH2:44][CH2:43][N:42]([CH2:45][CH3:46])[CH2:41][CH2:40]5)[CH2:35][CH2:34]4)=[O:32])[CH2:26][CH2:25][C@@H:24]([C:27]4([CH3:30])[CH2:29][CH2:28]4)[C@@H:15]32)[C:6]1([CH3:50])[CH3:49])(=O)C.CO, predict the reaction product. The product is: [CH2:45]([N:42]1[CH2:43][CH2:44][N:39]([CH:36]2[CH2:35][CH2:34][N:33]([C:31]([C@:14]34[CH2:26][CH2:25][C@@H:24]([C:27]5([CH3:30])[CH2:28][CH2:29]5)[C@@H:15]3[C@@H:16]3[C@@:11]([CH3:47])([CH2:12][CH2:13]4)[C@@:10]4([CH3:48])[C@@H:19]([C@:20]5([CH3:23])[C@@H:7]([CH2:8][CH2:9]4)[C:6]([CH3:49])([CH3:50])[C@@H:5]([OH:4])[CH2:22][CH2:21]5)[CH2:18][CH2:17]3)=[O:32])[CH2:38][CH2:37]2)[CH2:40][CH2:41]1)[CH3:46]. (4) The product is: [CH3:13][C:12]([CH3:26])([O:14][C:15]([NH:17][C@@H:18]([CH2:23][C:24]#[C:25][C:2]1[CH:7]=[CH:6][C:5]([N+:8]([O-:10])=[O:9])=[CH:4][N:3]=1)[C:19]([O:21][CH3:22])=[O:20])=[O:16])[CH3:11]. Given the reactants Br[C:2]1[CH:7]=[CH:6][C:5]([N+:8]([O-:10])=[O:9])=[CH:4][N:3]=1.[CH3:11][C:12]([CH3:26])([O:14][C:15]([NH:17][C@@H:18]([CH2:23][C:24]#[CH:25])[C:19]([O:21][CH3:22])=[O:20])=[O:16])[CH3:13].C(=O)([O-])[O-].[K+].[K+], predict the reaction product. (5) The product is: [C:18]1([N:8]2[CH2:9][CH2:10][C:5]3([O:4][CH2:3][CH2:2][O:1]3)[CH2:6][CH2:7]2)[CH:23]=[CH:22][CH:21]=[CH:20][CH:19]=1. Given the reactants [O:1]1[C:5]2([CH2:10][CH2:9][NH:8][CH2:7][CH2:6]2)[O:4][CH2:3][CH2:2]1.CC([O-])(C)C.[Na+].Br[C:18]1[CH:23]=[CH:22][CH:21]=[CH:20][CH:19]=1.C1(C)C=CC=CC=1, predict the reaction product. (6) The product is: [CH:5]1([C:8]2[CH:13]=[C:12]([CH2:14][N:15]3[CH2:20][CH2:19][CH:18]([N:21]4[CH2:30][CH2:29][C:28]5[N:27]=[C:26]([CH2:31][CH2:32][CH3:33])[C:25]([C:34]([OH:36])=[O:35])=[CH:24][C:23]=5[C:22]4=[O:38])[CH2:17][CH2:16]3)[C:11]([O:39][CH2:40][CH3:41])=[CH:10][C:9]=2[C:42]2[CH:47]=[CH:46][CH:45]=[CH:44][C:43]=2[F:48])[CH2:6][CH2:7]1. Given the reactants [OH-].[Na+].CO.[CH:5]1([C:8]2[CH:13]=[C:12]([CH2:14][N:15]3[CH2:20][CH2:19][CH:18]([N:21]4[CH2:30][CH2:29][C:28]5[N:27]=[C:26]([CH2:31][CH2:32][CH3:33])[C:25]([C:34]([O:36]C)=[O:35])=[CH:24][C:23]=5[C:22]4=[O:38])[CH2:17][CH2:16]3)[C:11]([O:39][CH2:40][CH3:41])=[CH:10][C:9]=2[C:42]2[CH:47]=[CH:46][CH:45]=[CH:44][C:43]=2[F:48])[CH2:7][CH2:6]1.Cl, predict the reaction product. (7) The product is: [CH2:9]([NH:16][C@H:7]1[CH2:6][CH2:5][O:4][CH2:3][C@H:2]1[CH3:1])[C:10]1[CH:15]=[CH:14][CH:13]=[CH:12][CH:11]=1. Given the reactants [CH3:1][CH:2]1[C:7](=O)[CH2:6][CH2:5][O:4][CH2:3]1.[CH2:9]([NH2:16])[C:10]1[CH:15]=[CH:14][CH:13]=[CH:12][CH:11]=1.C(O[BH-](OC(=O)C)OC(=O)C)(=O)C.[Na+], predict the reaction product. (8) The product is: [CH3:55][C:56]1[N:61]=[C:60]([C:62]([NH:64][C:65]2[CH:73]=[C:72]([C:74]3[CH:79]=[CH:78][N:77]=[C:76]4[NH:80][CH:81]=[CH:82][C:75]=34)[CH:71]=[C:70]3[C:66]=2[CH:67]=[N:68][N:69]3[CH3:93])=[O:63])[CH:59]=[CH:58][CH:57]=1. Given the reactants CC1N=C(C(O)=O)C=CC=1.ClC(N(C)C)=C(C)C.CN1C2C=C(C3C=CN=C4N(S(C5C=CC(C)=CC=5)(=O)=O)C=CC=34)C=C(N)C=2C=N1.N1C=CC=CC=1.[CH3:55][C:56]1[N:61]=[C:60]([C:62]([NH:64][C:65]2[CH:73]=[C:72]([C:74]3[CH:79]=[CH:78][N:77]=[C:76]4[N:80](S(C5C=CC(C)=CC=5)(=O)=O)[CH:81]=[CH:82][C:75]=34)[CH:71]=[C:70]3[C:66]=2[CH:67]=[N:68][N:69]3[CH3:93])=[O:63])[CH:59]=[CH:58][CH:57]=1.C[Si](C)(C)[O-].[K+], predict the reaction product. (9) Given the reactants [C:1]1([CH2:7][CH2:8][CH2:9][CH2:10][CH2:11][CH2:12][C:13]([OH:15])=O)[CH:6]=[CH:5][CH:4]=[CH:3][CH:2]=1.CCN(CC)CC.CN(C(ON1N=NC2C=CC=CC1=2)=[N+](C)C)C.[B-](F)(F)(F)F.C([O-])(=O)C.[O:49]=[C:50]1[C@H:53]([NH3+:54])[CH2:52][NH:51]1, predict the reaction product. The product is: [C:1]1([CH2:7][CH2:8][CH2:9][CH2:10][CH2:11][CH2:12][C:13]([NH:54][C@@H:53]2[CH2:52][NH:51][C:50]2=[O:49])=[O:15])[CH:2]=[CH:3][CH:4]=[CH:5][CH:6]=1. (10) Given the reactants [NH2:1][C:2]1[O:6][N:5]=[C:4]([C:7]2[CH:12]=[CH:11][CH:10]=[CH:9][C:8]=2[O:13][C:14]([F:17])([F:16])[F:15])[C:3]=1[C:18]([OH:20])=O.Cl.C(N=C=NCCCN(C)C)C.[F:33][C:34]([F:48])([F:47])[C:35]1[CH:36]=[C:37]([N:41]2[CH2:46][CH2:45][NH:44][CH2:43][CH2:42]2)[CH:38]=[CH:39][CH:40]=1, predict the reaction product. The product is: [NH2:1][C:2]1[O:6][N:5]=[C:4]([C:7]2[CH:12]=[CH:11][CH:10]=[CH:9][C:8]=2[O:13][C:14]([F:15])([F:16])[F:17])[C:3]=1[C:18]([N:44]1[CH2:43][CH2:42][N:41]([C:37]2[CH:38]=[CH:39][CH:40]=[C:35]([C:34]([F:47])([F:48])[F:33])[CH:36]=2)[CH2:46][CH2:45]1)=[O:20].